From a dataset of Catalyst prediction with 721,799 reactions and 888 catalyst types from USPTO. Predict which catalyst facilitates the given reaction. (1) Reactant: [CH3:1][C@H:2]1[CH2:7][NH:6][CH2:5][CH2:4][NH:3]1.[Li]CCCC.CC([Si](Cl)(C)C)(C)C.[CH3:21][C:22]([O:25][C:26](O[C:26]([O:25][C:22]([CH3:24])([CH3:23])[CH3:21])=[O:27])=[O:27])([CH3:24])[CH3:23]. Product: [CH3:1][C@H:2]1[CH2:7][NH:6][CH2:5][CH2:4][N:3]1[C:26]([O:25][C:22]([CH3:24])([CH3:23])[CH3:21])=[O:27]. The catalyst class is: 1. (2) Reactant: [CH3:1][S:2][C:3]1[CH:12]=[CH:11][C:6]([C:7]([O:9][CH3:10])=[O:8])=[C:5]([O:13][C@H:14]2[CH2:19][CH2:18][C@@H:17]([NH:20][C:21]([O:23][C:24]([CH3:27])([CH3:26])[CH3:25])=[O:22])[CH2:16][CH2:15]2)[CH:4]=1.[CH3:28][Si](C)(C)[N-][Si](C)(C)C.[Li+].CI. Product: [CH3:1][S:2][C:3]1[CH:12]=[CH:11][C:6]([C:7]([O:9][CH3:10])=[O:8])=[C:5]([O:13][C@H:14]2[CH2:19][CH2:18][C@@H:17]([N:20]([C:21]([O:23][C:24]([CH3:27])([CH3:26])[CH3:25])=[O:22])[CH3:28])[CH2:16][CH2:15]2)[CH:4]=1. The catalyst class is: 1. (3) Reactant: [CH:1]([N:14]1[CH2:17][CH:16]([CH2:18][OH:19])[CH2:15]1)([C:8]1[CH:13]=[CH:12][CH:11]=[CH:10][CH:9]=1)[C:2]1[CH:7]=[CH:6][CH:5]=[CH:4][CH:3]=1.[Cl:20][C:21]1[C:22](F)=[CH:23][C:24]([F:34])=[C:25]([CH:33]=1)[C:26]([NH:28][S:29]([CH3:32])(=[O:31])=[O:30])=[O:27].CC(C)([O-])C.[K+].C1COCC1.CS(C)=O. Product: [CH:1]([N:14]1[CH2:17][CH:16]([CH2:18][O:19][C:22]2[C:21]([Cl:20])=[CH:33][C:25]([C:26]([NH:28][S:29]([CH3:32])(=[O:31])=[O:30])=[O:27])=[C:24]([F:34])[CH:23]=2)[CH2:15]1)([C:8]1[CH:13]=[CH:12][CH:11]=[CH:10][CH:9]=1)[C:2]1[CH:3]=[CH:4][CH:5]=[CH:6][CH:7]=1. The catalyst class is: 197. (4) Reactant: OC(C(F)(F)F)=O.[F:8][C:9]1[CH:35]=[C:34]([F:36])[CH:33]=[CH:32][C:10]=1[O:11][CH:12]1[CH2:17][CH2:16][N:15]([C:18]2[N:19]=[C:20]3[CH2:31][CH2:30][NH:29][CH2:28][C:21]3=[N:22][C:23]=2[NH:24][CH:25]([CH3:27])[CH3:26])[CH2:14][CH2:13]1.C(N(CC)CC)C.[CH3:44][O:45][CH2:46][C:47](Cl)=[O:48]. Product: [F:8][C:9]1[CH:35]=[C:34]([F:36])[CH:33]=[CH:32][C:10]=1[O:11][CH:12]1[CH2:13][CH2:14][N:15]([C:18]2[N:19]=[C:20]3[CH2:31][CH2:30][N:29]([C:47](=[O:48])[CH2:46][O:45][CH3:44])[CH2:28][C:21]3=[N:22][C:23]=2[NH:24][CH:25]([CH3:27])[CH3:26])[CH2:16][CH2:17]1. The catalyst class is: 2. (5) Reactant: [O:1]=[C:2]1[N:14]([CH:15]2[CH2:20][CH2:19][N:18]([C:21]([O:23][C@@H:24]([C:35]([OH:37])=O)[CH2:25][C:26]3[CH:31]=[C:30]([CH3:32])[C:29]([OH:33])=[C:28]([CH3:34])[CH:27]=3)=[O:22])[CH2:17][CH2:16]2)[C:5]2[CH:6]=[N:7][C:8]3[CH:9]=[CH:10][CH:11]=[CH:12][C:13]=3[C:4]=2[NH:3]1.CN(C(ON1N=NC2C=CC=CC1=2)=[N+](C)C)C.[B-](F)(F)(F)F.C(N(CC)CC)C.[O:67]1[CH2:72][CH2:71][CH:70]([N:73]2[CH2:78][CH2:77][NH:76][CH2:75][CH2:74]2)[CH2:69][CH2:68]1. Product: [O:1]=[C:2]1[N:14]([CH:15]2[CH2:20][CH2:19][N:18]([C:21]([O:23][C@H:24]([CH2:25][C:26]3[CH:31]=[C:30]([CH3:32])[C:29]([OH:33])=[C:28]([CH3:34])[CH:27]=3)[C:35](=[O:37])[N:76]3[CH2:75][CH2:74][N:73]([CH:70]4[CH2:71][CH2:72][O:67][CH2:68][CH2:69]4)[CH2:78][CH2:77]3)=[O:22])[CH2:17][CH2:16]2)[C:5]2[CH:6]=[N:7][C:8]3[CH:9]=[CH:10][CH:11]=[CH:12][C:13]=3[C:4]=2[NH:3]1. The catalyst class is: 3.